From a dataset of Peptide-MHC class II binding affinity with 134,281 pairs from IEDB. Regression. Given a peptide amino acid sequence and an MHC pseudo amino acid sequence, predict their binding affinity value. This is MHC class II binding data. (1) The peptide sequence is KGSNPNYLALLVKYVNGDGD. The MHC is HLA-DQA10501-DQB10301 with pseudo-sequence HLA-DQA10501-DQB10301. The binding affinity (normalized) is 0.374. (2) The peptide sequence is EEDIEIIPIQEEEK. The MHC is HLA-DQA10501-DQB10301 with pseudo-sequence HLA-DQA10501-DQB10301. The binding affinity (normalized) is 0.0951.